This data is from Full USPTO retrosynthesis dataset with 1.9M reactions from patents (1976-2016). The task is: Predict the reactants needed to synthesize the given product. (1) Given the product [CH3:1][C:2]1[CH:11]=[CH:10][C:9]2[CH2:8][CH2:7][CH2:6][NH:5][C:4]=2[N:3]=1, predict the reactants needed to synthesize it. The reactants are: [CH3:1][C:2]1[CH:11]=[CH:10][C:9]2[C:4](=[N:5][CH:6]=[CH:7][CH:8]=2)[N:3]=1. (2) Given the product [Cl:15][C:16]1[CH:17]=[C:18]([CH:21]=[CH:22][CH:23]=1)[CH2:19][O:1][C:2]1[CH:3]=[CH:4][C:5]([O:6][CH:7]([CH3:12])[C:8]([NH:10][CH3:11])=[O:9])=[CH:13][CH:14]=1, predict the reactants needed to synthesize it. The reactants are: [OH:1][C:2]1[CH:14]=[CH:13][C:5]([O:6][CH:7]([CH3:12])[C:8]([NH:10][CH3:11])=[O:9])=[CH:4][CH:3]=1.[Cl:15][C:16]1[CH:17]=[C:18]([CH:21]=[CH:22][CH:23]=1)[CH2:19]Br.C(=O)([O-])[O-].[K+].[K+]. (3) Given the product [OH:55][C:53]1[C:52]2[C:47](=[C:48]([OH:69])[C:49]([CH2:63][CH2:64][CH2:65][CH2:66][CH2:67][CH3:68])=[CH:50][CH:51]=2)[N:46]=[C:45]([C:43]([OH:44])=[O:42])[CH:54]=1, predict the reactants needed to synthesize it. The reactants are: COC(C1C=C(O)C2C(=C(OCC3C=CC=CC=3)C=C(C#CCOCC3C=CC=CC=3)C=2)N=1)=O.C([O:42][C:43]([C:45]1[CH:54]=[C:53]([O:55]CC2C=CC=CC=2)[C:52]2[C:47](=[C:48]([O:69]CC3C=CC=CC=3)[C:49]([C:63]#[C:64][CH2:65][CH2:66][CH2:67][CH3:68])=[CH:50][CH:51]=2)[N:46]=1)=[O:44])C1C=CC=CC=1. (4) Given the product [ClH:37].[F:1][C:2]1[CH:3]=[C:4]([C:8]2[C:13]3[C:14](=[O:30])[N:15]4[CH2:22][CH2:21][NH:20][CH2:19][CH:16]4[CH2:17][O:18][C:12]=3[CH:11]=[CH:10][CH:9]=2)[CH:5]=[CH:6][CH:7]=1, predict the reactants needed to synthesize it. The reactants are: [F:1][C:2]1[CH:3]=[C:4]([C:8]2[C:13]3[C:14](=[O:30])[N:15]4[CH2:22][CH2:21][N:20](C(OC(C)(C)C)=O)[CH2:19][CH:16]4[CH2:17][O:18][C:12]=3[CH:11]=[CH:10][CH:9]=2)[CH:5]=[CH:6][CH:7]=1.C(OCC)(=O)C.[ClH:37].